From a dataset of Catalyst prediction with 721,799 reactions and 888 catalyst types from USPTO. Predict which catalyst facilitates the given reaction. (1) Reactant: [NH2:1][C:2]1[N:7]=[C:6]([NH:8][C:9]2[CH:28]=[CH:27][C:12]([O:13][C:14]3[CH:19]=[CH:18][N:17]=[C:16]([C:20]([NH:22][CH2:23][CH2:24][O:25][CH3:26])=O)[CH:15]=3)=[CH:11][CH:10]=2)[CH:5]=[C:4]([C:29]2[CH:34]=[CH:33][CH:32]=[CH:31][CH:30]=2)[N:3]=1.[H-].[Al+3].[Li+].[H-].[H-].[H-].[H][H]. Product: [CH3:26][O:25][CH2:24][CH2:23][NH:22][CH2:20][C:16]1[CH:15]=[C:14]([O:13][C:12]2[CH:11]=[CH:10][C:9]([NH:8][C:6]3[CH:5]=[C:4]([C:29]4[CH:34]=[CH:33][CH:32]=[CH:31][CH:30]=4)[N:3]=[C:2]([NH2:1])[N:7]=3)=[CH:28][CH:27]=2)[CH:19]=[CH:18][N:17]=1. The catalyst class is: 1. (2) Reactant: [N:1]([C:4]12[CH2:9][CH:8]1[CH2:7][N:6]([S:10]([C:13]1[CH:18]=[CH:17][C:16]([CH3:19])=[CH:15][CH:14]=1)(=[O:12])=[O:11])[CH:5]2[C:20]1[CH:25]=[CH:24][CH:23]=[CH:22][CH:21]=1)=C=O.Cl. Product: [C:20]1([CH:5]2[N:6]([S:10]([C:13]3[CH:14]=[CH:15][C:16]([CH3:19])=[CH:17][CH:18]=3)(=[O:11])=[O:12])[CH2:7][CH:8]3[C:4]2([NH2:1])[CH2:9]3)[CH:21]=[CH:22][CH:23]=[CH:24][CH:25]=1. The catalyst class is: 12. (3) Reactant: [CH3:1][O:2][C:3]1[CH:8]=[CH:7][C:6]([CH2:9][C@H:10]([NH:21][C:22](=[O:35])[C@@H:23]([NH:25][C:26](=[O:34])[CH2:27][N:28]2[CH2:33][CH2:32][O:31][CH2:30][CH2:29]2)[CH3:24])[C:11]([O:13]CC2C=CC=CC=2)=[O:12])=[CH:5][CH:4]=1. Product: [CH3:1][O:2][C:3]1[CH:4]=[CH:5][C:6]([CH2:9][C@H:10]([NH:21][C:22](=[O:35])[C@@H:23]([NH:25][C:26](=[O:34])[CH2:27][N:28]2[CH2:33][CH2:32][O:31][CH2:30][CH2:29]2)[CH3:24])[C:11]([OH:13])=[O:12])=[CH:7][CH:8]=1. The catalyst class is: 123. (4) Product: [NH2:2][C:1]1[NH:16][N:15]=[C:9]([S:10][CH3:11])[C:3]=1[C:4]([O:6][CH2:7][CH3:8])=[O:5]. Reactant: [C:1]([C:3](=[C:9](SC)[S:10][CH3:11])[C:4]([O:6][CH2:7][CH3:8])=[O:5])#[N:2].Cl.[NH2:15][NH2:16].C([O-])(=O)C.[Na+]. The catalyst class is: 8. (5) Product: [CH3:29][N:28]([CH2:30][C:31]1[CH:32]=[CH:33][C:34]([C:35]([O:37][CH3:38])=[O:36])=[CH:39][CH:40]=1)[CH2:27][CH2:26][CH2:25][N:24]([CH3:41])[CH2:23][C:20](=[O:21])[NH:17][C:14]1[CH:15]=[CH:16][C:11]([O:10][C:9]2[CH:18]=[CH:19][C:6]([C:2]3[O:1][CH:5]=[CH:4][N:3]=3)=[CH:7][CH:8]=2)=[CH:12][CH:13]=1. Reactant: [O:1]1[CH:5]=[CH:4][N:3]=[C:2]1[C:6]1[CH:19]=[CH:18][C:9]([O:10][C:11]2[CH:16]=[CH:15][C:14]([NH2:17])=[CH:13][CH:12]=2)=[CH:8][CH:7]=1.[C:20]([CH2:23][N:24]([CH3:41])[CH2:25][CH2:26][CH2:27][N:28]([CH2:30][C:31]1[CH:40]=[CH:39][C:34]([C:35]([O:37][CH3:38])=[O:36])=[CH:33][CH:32]=1)[CH3:29])(O)=[O:21].CN(C(ON1N=NC2C=CC=NC1=2)=[N+](C)C)C.F[P-](F)(F)(F)(F)F.CCN(C(C)C)C(C)C. The catalyst class is: 248. (6) Reactant: [CH3:1][C:2]1[CH:11]=[C:10]([N:12]2[CH2:17][CH2:16][NH:15][CH2:14][CH2:13]2)[C:9]2[C:4](=[CH:5][CH:6]=[CH:7][CH:8]=2)[N:3]=1.C(N(CC)CC)C.[CH3:25][S:26](Cl)(=[O:28])=[O:27]. Product: [CH3:1][C:2]1[CH:11]=[C:10]([N:12]2[CH2:17][CH2:16][N:15]([S:26]([CH3:25])(=[O:28])=[O:27])[CH2:14][CH2:13]2)[C:9]2[C:4](=[CH:5][CH:6]=[CH:7][CH:8]=2)[N:3]=1. The catalyst class is: 4. (7) Reactant: [Cl:1][C:2]1[C:3]([OH:11])=[C:4]([CH:8]=[CH:9][CH:10]=1)[C:5]([OH:7])=O.C1N=CN(C(N2C=NC=C2)=O)C=1.[NH2:24][C:25]1[CH:26]=[C:27]([CH:31]2[CH2:36][CH2:35][N:34]([C:37](=[O:49])[CH2:38][N:39]3[C:43]([CH3:44])=[CH:42][C:41]([C:45]([F:48])([F:47])[F:46])=[N:40]3)[CH2:33][CH2:32]2)[CH:28]=[CH:29][CH:30]=1.N1(C2CCCCCCCCCC2)CCCN=CCCCCC1. Product: [Cl:1][C:2]1[C:3]([OH:11])=[C:4]([CH:8]=[CH:9][CH:10]=1)[C:5]([NH:24][C:25]1[CH:30]=[CH:29][CH:28]=[C:27]([CH:31]2[CH2:32][CH2:33][N:34]([C:37](=[O:49])[CH2:38][N:39]3[C:43]([CH3:44])=[CH:42][C:41]([C:45]([F:48])([F:47])[F:46])=[N:40]3)[CH2:35][CH2:36]2)[CH:26]=1)=[O:7]. The catalyst class is: 10.